From a dataset of Full USPTO retrosynthesis dataset with 1.9M reactions from patents (1976-2016). Predict the reactants needed to synthesize the given product. (1) The reactants are: [C:1]1([C@H:11]([NH:13][C:14]([CH:16]2[O:21][CH2:20][CH2:19][NH:18][CH2:17]2)=[O:15])[CH3:12])[C:10]2[C:5](=[CH:6][CH:7]=[CH:8][CH:9]=2)[CH:4]=[CH:3][CH:2]=1.[F:22][C:23]1[CH:28]=[CH:27][CH:26]=[C:25](I)[CH:24]=1.C([O-])([O-])=O.[Cs+].[Cs+]. Given the product [F:22][C:23]1[CH:24]=[C:25]([N:18]2[CH2:19][CH2:20][O:21][CH:16]([C:14]([NH:13][C@@H:11]([C:1]3[C:10]4[C:5](=[CH:6][CH:7]=[CH:8][CH:9]=4)[CH:4]=[CH:3][CH:2]=3)[CH3:12])=[O:15])[CH2:17]2)[CH:26]=[CH:27][CH:28]=1, predict the reactants needed to synthesize it. (2) Given the product [CH:1]1([CH2:6][CH:7]([N:11]2[C:19]3[C:14](=[CH:15][C:16]([CH3:20])=[CH:17][CH:18]=3)[C:13](=[O:21])[C:12]2=[O:22])[C:8]([NH:29][C:26]2[CH:27]=[CH:28][N:24]([CH3:23])[N:25]=2)=[O:10])[CH2:5][CH2:4][CH2:3][CH2:2]1, predict the reactants needed to synthesize it. The reactants are: [CH:1]1([CH2:6][CH:7]([N:11]2[C:19]3[C:14](=[CH:15][C:16]([CH3:20])=[CH:17][CH:18]=3)[C:13](=[O:21])[C:12]2=[O:22])[C:8]([OH:10])=O)[CH2:5][CH2:4][CH2:3][CH2:2]1.[CH3:23][N:24]1[CH:28]=[CH:27][C:26]([NH2:29])=[N:25]1.C(N(CC)C(C)C)(C)C.F[P-](F)(F)(F)(F)F.N1(O[P+](N(C)C)(N(C)C)N(C)C)C2C=CC=CC=2N=N1. (3) Given the product [Cl:17][C:15]1[N:14]=[CH:13][N:12]=[C:11]([NH:18][C:19]2[CH:20]=[C:21]([CH:29]=[CH:30][CH:31]=2)[CH2:22][S:23]([CH2:26][CH2:27][OH:28])(=[O:25])=[O:24])[N:16]=1, predict the reactants needed to synthesize it. The reactants are: CCN(C(C)C)C(C)C.Cl[C:11]1[N:16]=[C:15]([Cl:17])[N:14]=[CH:13][N:12]=1.[NH2:18][C:19]1[CH:20]=[C:21]([CH:29]=[CH:30][CH:31]=1)[CH2:22][S:23]([CH2:26][CH2:27][OH:28])(=[O:25])=[O:24]. (4) Given the product [CH2:26]([N:24]1[CH:25]=[C:4]2[C:9]([CH:8]=[CH:7][C:6]([C:10]([O:12][CH2:20][CH3:21])=[O:11])=[CH:5]2)=[N:1]1)[CH3:13].[CH2:26]([N:24]1[C:25]2[C:8](=[CH:7][C:6]([C:10]([O:12][CH2:20][CH3:21])=[O:11])=[CH:5][CH:4]=2)[CH:9]=[N:1]1)[CH3:13], predict the reactants needed to synthesize it. The reactants are: [NH:1]1[C:9]2[C:4](=[CH:5][C:6]([C:10]([OH:12])=[O:11])=[CH:7][CH:8]=2)C=N1.[C:13]([O-])([O-])=O.[Cs+].[Cs+].I[CH2:20][CH3:21].O.C[N:24]([CH:26]=O)[CH3:25]. (5) Given the product [CH3:31][O:32][C:33](=[O:36])[CH2:34][N:14]1[CH2:15][CH2:16][C:17]2[N:8]([CH2:1][C:2]3[CH:7]=[CH:6][CH:5]=[CH:4][CH:3]=3)[N:9]=[C:10]([C:18]3[CH:23]=[CH:22][C:21]([Cl:24])=[CH:20][CH:19]=3)[C:11]=2[CH2:12][CH2:13]1, predict the reactants needed to synthesize it. The reactants are: [CH2:1]([N:8]1[C:17]2[CH2:16][CH2:15][NH:14][CH2:13][CH2:12][C:11]=2[C:10]([C:18]2[CH:23]=[CH:22][C:21]([Cl:24])=[CH:20][CH:19]=2)=[N:9]1)[C:2]1[CH:7]=[CH:6][CH:5]=[CH:4][CH:3]=1.C([O-])([O-])=O.[Na+].[Na+].[CH3:31][O:32][C:33](=[O:36])[CH2:34]Br. (6) Given the product [CH:1]([NH:14][C:15]([N:19]([CH3:18])[O:20][CH2:21][C:22]([OH:24])=[O:23])=[S:16])([C:8]1[CH:9]=[CH:10][CH:11]=[CH:12][CH:13]=1)[C:2]1[CH:7]=[CH:6][CH:5]=[CH:4][CH:3]=1, predict the reactants needed to synthesize it. The reactants are: [CH:1]([N:14]=[C:15]=[S:16])([C:8]1[CH:13]=[CH:12][CH:11]=[CH:10][CH:9]=1)[C:2]1[CH:7]=[CH:6][CH:5]=[CH:4][CH:3]=1.Cl.[CH3:18][NH:19][O:20][CH2:21][C:22]([OH:24])=[O:23].C(N(CC)CC)C. (7) Given the product [Cl:12][C:4]1[CH:5]=[C:6]([C:8]([OH:11])([CH3:10])[CH3:9])[CH:7]=[C:2]([Cl:1])[C:3]=1[NH:13][C:14]1[C:23]2[CH:24]=[CH:25][NH:26][C:27](=[O:28])[C:22]=2[C:21]2[C:16](=[CH:17][CH:18]=[N+:19]([O-:37])[CH:20]=2)[N:15]=1, predict the reactants needed to synthesize it. The reactants are: [Cl:1][C:2]1[CH:7]=[C:6]([C:8]([OH:11])([CH3:10])[CH3:9])[CH:5]=[C:4]([Cl:12])[C:3]=1[NH:13][C:14]1[C:23]2[CH:24]=[CH:25][NH:26][C:27](=[O:28])[C:22]=2[C:21]2[C:16](=[CH:17][CH:18]=[N:19][CH:20]=2)[N:15]=1.C1C=C(Cl)C=C(C(OO)=[O:37])C=1.S([O-])([O-])=O.[Na+].[Na+].C([O-])(O)=O.[Na+].